This data is from Forward reaction prediction with 1.9M reactions from USPTO patents (1976-2016). The task is: Predict the product of the given reaction. (1) Given the reactants C([O-])([O-])=O.[K+].[K+].[N+:7]([C:10]1[CH:15]=[CH:14][CH:13]=[CH:12][C:11]=1B(O)O)([O-:9])=[O:8].[CH2:19](Br)[C:20]1[CH:25]=[CH:24][CH:23]=[CH:22][CH:21]=1, predict the reaction product. The product is: [CH2:19]([C:11]1[CH:12]=[CH:13][CH:14]=[CH:15][C:10]=1[N+:7]([O-:9])=[O:8])[C:20]1[CH:25]=[CH:24][CH:23]=[CH:22][CH:21]=1. (2) Given the reactants [Br:1][C:2]1[CH:3]=[C:4]([CH:9]=[CH:10][C:11]=1I)[C:5]([O:7][CH3:8])=[O:6].C([O-])([O-])=O.[K+].[K+].CC1(C)COB([C:26]2[N:30]([CH3:31])[N:29]=[CH:28][CH:27]=2)OC1, predict the reaction product. The product is: [Br:1][C:2]1[CH:3]=[C:4]([CH:9]=[CH:10][C:11]=1[C:26]1[N:30]([CH3:31])[N:29]=[CH:28][CH:27]=1)[C:5]([O:7][CH3:8])=[O:6]. (3) Given the reactants C([O:5][C:6](=[O:40])[CH2:7][C@H:8]([N:35]([C:37](=[O:39])[CH3:38])[CH3:36])[C:9]([N:11]1[CH2:16][CH2:15][CH2:14][CH:13]([CH2:17][O:18][C:19]2[CH:24]=[CH:23][C:22]([C:25]3[CH:30]=[C:29]([F:31])[C:28]([F:32])=[CH:27][C:26]=3[O:33][CH3:34])=[CH:21][CH:20]=2)[CH2:12]1)=[O:10])(C)(C)C, predict the reaction product. The product is: [C:37]([N:35]([CH3:36])[C@H:8]([C:9]([N:11]1[CH2:16][CH2:15][CH2:14][CH:13]([CH2:17][O:18][C:19]2[CH:24]=[CH:23][C:22]([C:25]3[CH:30]=[C:29]([F:31])[C:28]([F:32])=[CH:27][C:26]=3[O:33][CH3:34])=[CH:21][CH:20]=2)[CH2:12]1)=[O:10])[CH2:7][C:6]([OH:40])=[O:5])(=[O:39])[CH3:38]. (4) Given the reactants [OH:1][C:2]1[CH:7]=[CH:6][C:5]([N:8]2[C:13](=[O:14])[C:12]([CH2:15][C:16]3[CH:21]=[CH:20][C:19]([C:22]4[C:23]([C:28]#[N:29])=[CH:24][CH:25]=[CH:26][CH:27]=4)=[CH:18][CH:17]=3)=[C:11]([CH2:30][CH2:31][CH3:32])[N:10]=[C:9]2[CH3:33])=[CH:4][CH:3]=1.[CH:34]1(O)[CH2:39][CH2:38][CH2:37][CH2:36][CH2:35]1.C1(P(C2C=CC=CC=2)C2C=CC=CC=2)C=CC=CC=1.[N:61]([C:62]([O:64]C(C)C)=[O:63])=[N:61][C:62]([O:64]C(C)C)=[O:63].Cl.NO.C(=O)([O-])O.[Na+], predict the reaction product. The product is: [CH:34]1([O:1][C:2]2[CH:3]=[CH:4][C:5]([N:8]3[C:13](=[O:14])[C:12]([CH2:15][C:16]4[CH:21]=[CH:20][C:19]([C:22]5[CH:27]=[CH:26][CH:25]=[CH:24][C:23]=5[C:28]5[NH:61][C:62](=[O:63])[O:64][N:29]=5)=[CH:18][CH:17]=4)=[C:11]([CH2:30][CH2:31][CH3:32])[N:10]=[C:9]3[CH3:33])=[CH:6][CH:7]=2)[CH2:39][CH2:38][CH2:37][CH2:36][CH2:35]1. (5) Given the reactants Br[C:2]1[CH:7]=[CH:6][C:5]([C:8]2[C:31](=[O:32])[N:30]([CH2:33][CH3:34])[C:11]3[N:12]=[C:13]([NH:16][C:17]4[CH:22]=[CH:21][C:20]([N:23]5[CH2:28][CH2:27][N:26]([CH3:29])[CH2:25][CH2:24]5)=[CH:19][CH:18]=4)[N:14]=[CH:15][C:10]=3[CH:9]=2)=[C:4]([Cl:35])[CH:3]=1.[S:36]1[CH:40]=[CH:39][CH:38]=[C:37]1B(O)O.C([O-])(O)=O.[Na+].O1CCOCC1, predict the reaction product. The product is: [ClH:35].[Cl:35][C:4]1[CH:3]=[C:2]([C:37]2[S:36][CH:40]=[CH:39][CH:38]=2)[CH:7]=[CH:6][C:5]=1[C:8]1[C:31](=[O:32])[N:30]([CH2:33][CH3:34])[C:11]2[N:12]=[C:13]([NH:16][C:17]3[CH:22]=[CH:21][C:20]([N:23]4[CH2:28][CH2:27][N:26]([CH3:29])[CH2:25][CH2:24]4)=[CH:19][CH:18]=3)[N:14]=[CH:15][C:10]=2[CH:9]=1. (6) Given the reactants F[C:2](F)(F)[C:3]([O-])=[O:4].[Cl:8][C:9]1[CH:17]=[C:16]2[C:12]([CH:13]=[C:14]([C:20](=[O:37])[NH:21][CH:22]([C:27]3[CH:32]=[CH:31][CH:30]=[C:29]([C:33]([F:36])([F:35])[F:34])[CH:28]=3)[C:23]([F:26])([F:25])[F:24])[N:15]2[CH2:18][CH3:19])=[CH:11][C:10]=1[CH2:38][NH3+:39].C(N(CC)CC)C.C(OC(=O)C)(=O)C.C(OCC)(=O)C, predict the reaction product. The product is: [C:3]([NH:39][CH2:38][C:10]1[CH:11]=[C:12]2[C:16](=[CH:17][C:9]=1[Cl:8])[N:15]([CH2:18][CH3:19])[C:14]([C:20]([NH:21][CH:22]([C:27]1[CH:32]=[CH:31][CH:30]=[C:29]([C:33]([F:34])([F:35])[F:36])[CH:28]=1)[C:23]([F:25])([F:24])[F:26])=[O:37])=[CH:13]2)(=[O:4])[CH3:2]. (7) Given the reactants [CH:1]1([C:4]2[CH:11]=[CH:10][C:7]([CH:8]=[O:9])=[CH:6][CH:5]=2)[CH2:3][CH2:2]1.Br[C:13]1C=CC(C2(C)CC2)=CC=1.[Li]CCCC.CN(C=O)C, predict the reaction product. The product is: [CH3:13][C:1]1([C:4]2[CH:5]=[CH:6][C:7]([CH:8]=[O:9])=[CH:10][CH:11]=2)[CH2:2][CH2:3]1.